This data is from TCR-epitope binding with 47,182 pairs between 192 epitopes and 23,139 TCRs. The task is: Binary Classification. Given a T-cell receptor sequence (or CDR3 region) and an epitope sequence, predict whether binding occurs between them. (1) The epitope is YFPLQSYGF. The TCR CDR3 sequence is CASSQFLAGGYNEQFF. Result: 1 (the TCR binds to the epitope). (2) The epitope is YLDAYNMMI. The TCR CDR3 sequence is CASSPVSGREQYF. Result: 1 (the TCR binds to the epitope). (3) The epitope is SLVKPSFYV. The TCR CDR3 sequence is CSVARGGSDQPQHF. Result: 0 (the TCR does not bind to the epitope).